From a dataset of Catalyst prediction with 721,799 reactions and 888 catalyst types from USPTO. Predict which catalyst facilitates the given reaction. (1) Reactant: [CH3:1][O:2][C:3]([C:5]1[S:12][C:11]2[C:10]([CH:13]3[CH2:18][CH2:17][CH2:16][CH2:15][CH2:14]3)=[C:9]([C:19]3[CH:20]=[C:21]4[C:26](=[CH:27][CH:28]=3)[N:25]=[C:24]([C:29]3[S:33][C:32]([CH3:34])=[N:31][C:30]=3[CH3:35])[CH:23]=[CH:22]4)[NH:8][C:7]=2[CH:6]=1)=[O:4].[H-].[Na+].C([CH:42](Br)[C:43]([O-:45])=[O:44])(C)(C)C. Product: [CH3:1][O:2][C:3]([C:5]1[S:12][C:11]2[C:10]([CH:13]3[CH2:14][CH2:15][CH2:16][CH2:17][CH2:18]3)=[C:9]([C:19]3[CH:20]=[C:21]4[C:26](=[CH:27][CH:28]=3)[N:25]=[C:24]([C:29]3[S:33][C:32]([CH3:34])=[N:31][C:30]=3[CH3:35])[CH:23]=[CH:22]4)[N:8]([CH2:42][C:43]([O:45][C:10]([CH3:13])([CH3:11])[CH3:9])=[O:44])[C:7]=2[CH:6]=1)=[O:4]. The catalyst class is: 3. (2) Reactant: [Cl:1][C:2]1[CH:7]=[CH:6][C:5]([C:8]2([OH:34])[CH2:13][CH2:12][N:11]([CH2:14][CH2:15][CH:16]=[C:17]3[C:23]4[CH:24]=[CH:25][CH:26]=[CH:27][C:22]=4[CH2:21][O:20][C:19]4[CH:28]=[CH:29][C:30]([C:32]#[N:33])=[CH:31][C:18]3=4)[CH2:10][CH2:9]2)=[CH:4][CH:3]=1. Product: [NH2:33][CH2:32][C:30]1[CH:29]=[CH:28][C:19]2[O:20][CH2:21][C:22]3[CH:27]=[CH:26][CH:25]=[CH:24][C:23]=3[C:17](=[CH:16][CH2:15][CH2:14][N:11]3[CH2:12][CH2:13][C:8]([C:5]4[CH:4]=[CH:3][C:2]([Cl:1])=[CH:7][CH:6]=4)([OH:34])[CH2:9][CH2:10]3)[C:18]=2[CH:31]=1. The catalyst class is: 319. (3) Reactant: I[C:2]1[O:3][C:4]([C:7]2[N:12]=[C:11]([NH:13][C:14]3[CH:19]=[C:18]([CH3:20])[CH:17]=[CH:16][N:15]=3)[CH:10]=[CH:9][CH:8]=2)=[CH:5][N:6]=1.[O:21]1[C:25]2[CH:26]=[CH:27][CH:28]=[CH:29][C:24]=2[N:23]=[CH:22]1.O(C(C)(C)C)[Li].O. Product: [O:21]1[C:25]2[CH:26]=[CH:27][CH:28]=[CH:29][C:24]=2[N:23]=[C:22]1[C:2]1[O:3][C:4]([C:7]2[N:12]=[C:11]([NH:13][C:14]3[CH:19]=[C:18]([CH3:20])[CH:17]=[CH:16][N:15]=3)[CH:10]=[CH:9][CH:8]=2)=[CH:5][N:6]=1. The catalyst class is: 77. (4) Reactant: [CH2:1]([N:8]1[C:12](=[O:13])[C:11](=[C:14]2[N:18]([CH3:19])[C:17]3[CH:20]=[CH:21][CH:22]=[CH:23][C:16]=3[S:15]2)[S:10][C:9]1=[N:24][C:25]1[CH:26]=[C:27]([NH:34][C:35]([CH2:37][O:38]C(=O)C)=[O:36])[CH:28]=[CH:29][C:30]=1[NH:31][CH2:32][CH3:33])[C:2]1[CH:7]=[CH:6][CH:5]=[CH:4][CH:3]=1.CO.O.C(=O)([O-])[O-].[K+].[K+]. Product: [CH2:1]([N:8]1[C:12](=[O:13])[C:11](=[C:14]2[N:18]([CH3:19])[C:17]3[CH:20]=[CH:21][CH:22]=[CH:23][C:16]=3[S:15]2)[S:10][C:9]1=[N:24][C:25]1[CH:26]=[C:27]([NH:34][C:35](=[O:36])[CH2:37][OH:38])[CH:28]=[CH:29][C:30]=1[NH:31][CH2:32][CH3:33])[C:2]1[CH:3]=[CH:4][CH:5]=[CH:6][CH:7]=1. The catalyst class is: 22.